From a dataset of Full USPTO retrosynthesis dataset with 1.9M reactions from patents (1976-2016). Predict the reactants needed to synthesize the given product. Given the product [C:20]1([CH2:19][O:14][CH:13]2[CH:12]3[CH2:11][CH2:10][N:9]([CH2:16][CH2:15]3)[CH:8]2[CH2:7][C:3]2[CH:2]=[N:1][CH:6]=[CH:5][CH:4]=2)[CH:25]=[CH:24][CH:23]=[CH:22][CH:21]=1, predict the reactants needed to synthesize it. The reactants are: [N:1]1[CH:6]=[CH:5][CH:4]=[C:3]([CH2:7][CH:8]2[CH:13]([OH:14])[CH:12]3[CH2:15][CH2:16][N:9]2[CH2:10][CH2:11]3)[CH:2]=1.[H-].[Na+].[CH2:19](Br)[C:20]1[CH:25]=[CH:24][CH:23]=[CH:22][CH:21]=1.